Predict the reaction yield, written as a fraction of the theoretical maximum amount of product (1.0 means a 100% yield; for example, 0.34 means a 34% yield). From a dataset of Reaction yield outcomes from USPTO patents with 853,638 reactions. (1) The reactants are O1CCCC1.C(NC(C)C)(C)C.[Cl:13][C:14]1[C:19]([Cl:20])=[CH:18][CH:17]=[CH:16][N:15]=1.[I:21]I. The catalyst is C([Li])CCC.O. The product is [Cl:13][C:14]1[C:19]([Cl:20])=[C:18]([I:21])[CH:17]=[CH:16][N:15]=1. The yield is 0.720. (2) The reactants are [CH:1]1([N:4]2[C:13]3[C:8](=[CH:9][C:10]([F:17])=[C:11](F)[C:12]=3[O:14][CH3:15])[C:7](=[O:18])[C:6]([C:19]([OH:21])=[O:20])=[CH:5]2)[CH2:3][CH2:2]1.[CH3:22][CH:23]1[CH2:28][NH:27][CH2:26][CH2:25][NH:24]1. The catalyst is CS(C)=O. The product is [CH3:22][CH:23]1[NH:24][CH2:25][CH2:26][N:27]([C:11]2[C:12]([O:14][CH3:15])=[C:13]3[N:4]([CH:1]4[CH2:3][CH2:2]4)[CH:5]=[C:6]([C:19]([OH:21])=[O:20])[C:7](=[O:18])[C:8]3=[CH:9][C:10]=2[F:17])[CH2:28]1. The yield is 0.660.